This data is from Peptide-MHC class I binding affinity with 185,985 pairs from IEDB/IMGT. The task is: Regression. Given a peptide amino acid sequence and an MHC pseudo amino acid sequence, predict their binding affinity value. This is MHC class I binding data. (1) The peptide sequence is MFAVGTWMM. The MHC is HLA-A25:01 with pseudo-sequence HLA-A25:01. The binding affinity (normalized) is 0.0847. (2) The binding affinity (normalized) is 0. The MHC is HLA-A02:01 with pseudo-sequence HLA-A02:01. The peptide sequence is VLPHLCLDYK. (3) The binding affinity (normalized) is 0.0452. The peptide sequence is LSISRDLNSI. The MHC is H-2-Db with pseudo-sequence H-2-Db.